Task: Predict which catalyst facilitates the given reaction.. Dataset: Catalyst prediction with 721,799 reactions and 888 catalyst types from USPTO Reactant: [Br:1][C:2]1[CH:7]=[C:6]([O:8][CH3:9])[C:5]([O:10][CH:11]([F:13])[F:12])=[CH:4][C:3]=1[CH2:14][C:15]([OH:17])=O.C(Cl)(=O)C([Cl:21])=O.CN(C=O)C. Product: [Br:1][C:2]1[CH:7]=[C:6]([O:8][CH3:9])[C:5]([O:10][CH:11]([F:13])[F:12])=[CH:4][C:3]=1[CH2:14][C:15]([Cl:21])=[O:17]. The catalyst class is: 4.